Dataset: Forward reaction prediction with 1.9M reactions from USPTO patents (1976-2016). Task: Predict the product of the given reaction. (1) The product is: [CH3:2][CH2:3][O:4][CH2:5][CH3:1].[CH2:7]([O:6][CH2:10][CH3:9])[CH3:8]. Given the reactants [CH2:1]1[CH2:5][O:4][CH2:3][CH2:2]1.[O:6]1[CH2:10][CH2:9][CH2:8][CH2:7]1, predict the reaction product. (2) Given the reactants [F:1][C:2]1[CH:7]=[CH:6][CH:5]=[CH:4][C:3]=1[C:8]1[NH:19][C:11]2=[N:12][CH:13]=[C:14]([N+:16]([O-])=O)[CH:15]=[C:10]2[N:9]=1.Cl, predict the reaction product. The product is: [F:1][C:2]1[CH:7]=[CH:6][CH:5]=[CH:4][C:3]=1[C:8]1[NH:19][C:11]2=[N:12][CH:13]=[C:14]([NH2:16])[CH:15]=[C:10]2[N:9]=1. (3) Given the reactants C(B(CC)CC)C.[CH3:8][C:9]1[O:13][N:12]=[C:11]([C:14]2[O:18][CH:17]=[N:16][CH:15]=2)[CH:10]=1.[Li]CCCC.[C:24]([O:28][C:29](=[O:31])[NH2:30])([CH3:27])([CH3:26])[CH3:25].[O:32]1[CH2:36][CH2:35][CH2:34][CH2:33]1, predict the reaction product. The product is: [C:24]([O:28][C:29](=[O:31])[NH:30][C@H:34]([CH:33]([OH:32])[C:17]1[O:18][C:14]([C:11]2[CH:10]=[C:9]([CH3:8])[O:13][N:12]=2)=[CH:15][N:16]=1)[CH2:35][CH3:36])([CH3:27])([CH3:26])[CH3:25]. (4) Given the reactants [C:1]([C:5]1[CH:10]=[CH:9][CH:8]=[CH:7][N:6]=1)#[C:2][CH2:3][CH3:4].[C:11]1([CH3:24])[CH:16]=[C:15]([CH3:17])[CH:14]=[C:13]([CH3:18])[C:12]=1[S:19]([O:22][NH2:23])(=[O:21])=[O:20].C(OCC)C, predict the reaction product. The product is: [C:11]1([CH3:24])[CH:16]=[C:15]([CH3:17])[CH:14]=[C:13]([CH3:18])[C:12]=1[S:19]([O-:22])(=[O:21])=[O:20].[NH2:23][N+:6]1[CH:7]=[CH:8][CH:9]=[CH:10][C:5]=1[C:1]#[C:2][CH2:3][CH3:4]. (5) Given the reactants [CH3:1][C:2]1[CH:7]=[CH:6][C:5]([S:8]([O:11][CH2:12][CH2:13][CH2:14][CH2:15][CH2:16][O:17][CH2:18][CH2:19][CH2:20][O:21][CH2:22][C:23]([O:25]C(C)(C)C)=[O:24])(=[O:10])=[O:9])=[CH:4][CH:3]=1.FC(F)(F)C(O)=O, predict the reaction product. The product is: [CH3:1][C:2]1[CH:7]=[CH:6][C:5]([S:8]([O:11][CH2:12][CH2:13][CH2:14][CH2:15][CH2:16][O:17][CH2:18][CH2:19][CH2:20][O:21][CH2:22][C:23]([OH:25])=[O:24])(=[O:9])=[O:10])=[CH:4][CH:3]=1. (6) Given the reactants [Br:1][C:2]1[CH:3]=[CH:4][C:5]([O:14][CH2:15][C:16]2[CH:21]=[CH:20][C:19]([Cl:22])=[CH:18][CH:17]=2)=[C:6]([CH2:8][N:9]2[CH2:13][CH:12]=[CH:11][CH2:10]2)[CH:7]=1.CS(N)(=O)=[O:25].C(O)(C)(C)C.[OH2:33], predict the reaction product. The product is: [Br:1][C:2]1[CH:3]=[CH:4][C:5]([O:14][CH2:15][C:16]2[CH:17]=[CH:18][C:19]([Cl:22])=[CH:20][CH:21]=2)=[C:6]([CH2:8][N:9]2[CH2:10][C@H:11]([OH:33])[C@H:12]([OH:25])[CH2:13]2)[CH:7]=1. (7) Given the reactants [CH2:1]([N:8]1[CH2:13][CH2:12][C:11](=O)[CH2:10][CH2:9]1)[C:2]1[CH:7]=[CH:6][CH:5]=[CH:4][CH:3]=1.Cl.[CH2:16]([NH2:18])[CH3:17].[C-:19]#[N:20].[K+].C(O)(C)C, predict the reaction product. The product is: [CH2:1]([N:8]1[CH2:13][CH2:12][C:11]([C:19]#[N:20])([NH:18][CH2:16][CH3:17])[CH2:10][CH2:9]1)[C:2]1[CH:7]=[CH:6][CH:5]=[CH:4][CH:3]=1. (8) Given the reactants [C:1]1([C:15]2[CH:20]=[CH:19][CH:18]=[CH:17][CH:16]=2)[CH:6]=[CH:5][CH:4]=[CH:3][C:2]=1[C:7](=O)[CH2:8][CH2:9][CH2:10][CH2:11][O:12][CH3:13].[CH3:21][C:22]([S:25]([NH2:27])=[O:26])([CH3:24])[CH3:23].C(OCC)(=O)C, predict the reaction product. The product is: [C:1]1([C:15]2[CH:20]=[CH:19][CH:18]=[CH:17][CH:16]=2)[CH:6]=[CH:5][CH:4]=[CH:3][C:2]=1[C:7](=[N:27][S:25]([C:22]([CH3:24])([CH3:23])[CH3:21])=[O:26])[CH2:8][CH2:9][CH2:10][CH2:11][O:12][CH3:13]. (9) Given the reactants [NH2:1][C:2]1[NH:7][C:6](=O)[CH:5]=[C:4]([CH2:9][O:10][CH:11]([CH3:13])[CH3:12])[N:3]=1.F[P-](F)(F)(F)(F)F.N1(O[P+](N(C)C)(N(C)C)N(C)C)C2C=CC=CC=2N=N1.C1CCN2C(=NCCC2)CC1.[CH3:52][N:53]1[CH2:58][CH2:57][NH:56][CH2:55][CH2:54]1, predict the reaction product. The product is: [CH:11]([O:10][CH2:9][C:4]1[CH:5]=[C:6]([N:56]2[CH2:57][CH2:58][N:53]([CH3:52])[CH2:54][CH2:55]2)[N:7]=[C:2]([NH2:1])[N:3]=1)([CH3:13])[CH3:12]. (10) Given the reactants C([O:8][C:9](=[O:39])[C:10]1[CH:15]=[CH:14][C:13]([C:16]2[N:17]=[C:18]([NH:21][C:22]([C@@H:24]3[CH2:28][CH2:27][CH2:26][N:25]3[C:29]([O:31][CH2:32][C:33]3[CH:38]=[CH:37][CH:36]=[CH:35][CH:34]=3)=[O:30])=[O:23])[S:19][CH:20]=2)=[N:12][CH:11]=1)C1C=CC=CC=1.C(OC(N1CCC[C@H]1C(=O)NC1SC(C2C=CC(C(O)=O)=CC=2)=CN=1)=O)C1C=CC=CC=1, predict the reaction product. The product is: [CH2:32]([O:31][C:29]([N:25]1[CH2:26][CH2:27][CH2:28][C@H:24]1[C:22]([NH:21][C:18]1[S:19][CH:20]=[C:16]([C:13]2[CH:14]=[CH:15][C:10]([C:9]([OH:39])=[O:8])=[CH:11][N:12]=2)[N:17]=1)=[O:23])=[O:30])[C:33]1[CH:34]=[CH:35][CH:36]=[CH:37][CH:38]=1.